From a dataset of Catalyst prediction with 721,799 reactions and 888 catalyst types from USPTO. Predict which catalyst facilitates the given reaction. Reactant: Cl[C:2]1[C:12]([C:13]#[N:14])=[CH:11][C:5]([C:6]([O:8][CH2:9][CH3:10])=[O:7])=[C:4]([CH3:15])[N:3]=1.Cl.[NH:17]1[CH2:22][CH2:21][CH:20]([C:23]([O:25][C:26]([CH3:29])([CH3:28])[CH3:27])=[O:24])[CH2:19][CH2:18]1.CCN(C(C)C)C(C)C. Product: [C:26]([O:25][C:23]([CH:20]1[CH2:21][CH2:22][N:17]([C:2]2[C:12]([C:13]#[N:14])=[CH:11][C:5]([C:6]([O:8][CH2:9][CH3:10])=[O:7])=[C:4]([CH3:15])[N:3]=2)[CH2:18][CH2:19]1)=[O:24])([CH3:29])([CH3:27])[CH3:28]. The catalyst class is: 474.